This data is from Reaction yield outcomes from USPTO patents with 853,638 reactions. The task is: Predict the reaction yield, written as a fraction of the theoretical maximum amount of product (1.0 means a 100% yield; for example, 0.34 means a 34% yield). (1) The yield is 0.720. The reactants are [F:1][CH:2]([CH2:28][CH3:29])[CH2:3][N:4]1[CH2:9][CH2:8][CH:7]([CH2:10][O:11][C:12]2[CH:17]=[CH:16][C:15]([C:18]3[CH:23]=[CH:22][C:21]([C:24]([O:26]C)=[O:25])=[CH:20][CH:19]=3)=[CH:14][CH:13]=2)[CH2:6][CH2:5]1.CO.O.O[Li].O. The catalyst is C1COCC1. The product is [F:1][CH:2]([CH2:28][CH3:29])[CH2:3][N:4]1[CH2:9][CH2:8][CH:7]([CH2:10][O:11][C:12]2[CH:17]=[CH:16][C:15]([C:18]3[CH:19]=[CH:20][C:21]([C:24]([OH:26])=[O:25])=[CH:22][CH:23]=3)=[CH:14][CH:13]=2)[CH2:6][CH2:5]1. (2) The reactants are [CH3:1][O:2][C:3]1[CH:38]=[C:37]([O:39][CH3:40])[CH:36]=[CH:35][C:4]=1[CH2:5][NH:6][C:7]1[C:8]2[CH:15]=[CH:14][N:13]([C@H:16]3[C@@H:20]4[O:21][C:22]([CH3:25])([CH3:24])[O:23][C@@H:19]4[C@@H:18]([CH2:26][N:27]([CH:32]([CH3:34])[CH3:33])[CH2:28][CH2:29][CH2:30][NH2:31])[O:17]3)[C:9]=2[N:10]=[CH:11][N:12]=1.[C:41]([C:45]1[CH:50]=[CH:49][C:48]([N:51]=[C:52]=[O:53])=[CH:47][CH:46]=1)([CH3:44])([CH3:43])[CH3:42]. The catalyst is C(Cl)Cl. The product is [C:41]([C:45]1[CH:50]=[CH:49][C:48]([NH:51][C:52]([NH:31][CH2:30][CH2:29][CH2:28][N:27]([CH2:26][C@@H:18]2[C@@H:19]3[C@@H:20]([O:21][C:22]([CH3:24])([CH3:25])[O:23]3)[C@H:16]([N:13]3[C:9]4[N:10]=[CH:11][N:12]=[C:7]([NH:6][CH2:5][C:4]5[CH:35]=[CH:36][C:37]([O:39][CH3:40])=[CH:38][C:3]=5[O:2][CH3:1])[C:8]=4[CH:15]=[CH:14]3)[O:17]2)[CH:32]([CH3:34])[CH3:33])=[O:53])=[CH:47][CH:46]=1)([CH3:44])([CH3:42])[CH3:43]. The yield is 0.730. (3) The catalyst is CN(C=O)C. The reactants are Br[C:2]1[CH:7]=[CH:6][C:5]([CH:8]2[CH2:13][C:12]([CH3:27])([S:14]([C:17]3[CH:22]=[CH:21][CH:20]=[C:19]([C:23]([F:26])([F:25])[F:24])[CH:18]=3)(=[O:16])=[O:15])[CH2:11][CH2:10][O:9]2)=[CH:4][N:3]=1.[H-].[Na+].[CH3:30][O:31][CH2:32][CH2:33][OH:34]. The product is [CH3:30][O:31][CH2:32][CH2:33][O:34][C:2]1[CH:7]=[CH:6][C:5]([CH:8]2[CH2:13][C:12]([CH3:27])([S:14]([C:17]3[CH:22]=[CH:21][CH:20]=[C:19]([C:23]([F:26])([F:25])[F:24])[CH:18]=3)(=[O:16])=[O:15])[CH2:11][CH2:10][O:9]2)=[CH:4][N:3]=1. The yield is 0.500. (4) The reactants are Br[C:2]1[CH:3]=[C:4]([C:8]2[NH:9][C:10]3[N:11]([N:18]=[CH:19][C:20]=3[C:21]#[N:22])[C:12](=[O:17])[C:13]=2[CH:14]([CH3:16])[CH3:15])[CH:5]=[CH:6][CH:7]=1.[NH:23]1[CH2:27][CH2:26][CH2:25][C:24]1=[O:28].CC(C1C=C(C(C)C)C(C2C(P(C3CCCCC3)C3CCCCC3)=C(OC)C=CC=2OC)=C(C(C)C)C=1)C.C([O-])([O-])=O.[Cs+].[Cs+]. The catalyst is CC(C1C=C(C(C)C)C(C2C(P(C3CCCCC3)C3CCCCC3)=C(OC)C=CC=2OC)=C(C(C)C)C=1)C.O1CCOCC1. The product is [CH:14]([C:13]1[C:12](=[O:17])[N:11]2[N:18]=[CH:19][C:20]([C:21]#[N:22])=[C:10]2[NH:9][C:8]=1[C:4]1[CH:5]=[CH:6][CH:7]=[C:2]([N:23]2[CH2:27][CH2:26][CH2:25][C:24]2=[O:28])[CH:3]=1)([CH3:16])[CH3:15]. The yield is 0.470. (5) The reactants are Br[C:2]1[N:7]=[N:6][C:5]([NH2:8])=[N:4][CH:3]=1.C(N([CH2:16][CH3:17])C(C)C)(C)C.[Cl-].[Li+].C([Sn](CC[CH2:33][CH3:34])(CCCC)CCCC)=C.CN(C)C=[O:38]. The catalyst is [Pd].C1(P(C2C=CC=CC=2)C2C=CC=CC=2)C=CC=CC=1.C1(P(C2C=CC=CC=2)C2C=CC=CC=2)C=CC=CC=1.C1(P(C2C=CC=CC=2)C2C=CC=CC=2)C=CC=CC=1.C1(P(C2C=CC=CC=2)C2C=CC=CC=2)C=CC=CC=1. The product is [CH2:33]([O:38][C:16]([C:2]1[N:7]=[N:6][C:5]([NH2:8])=[N:4][CH:3]=1)=[CH2:17])[CH3:34]. The yield is 0.510. (6) The reactants are Br[C:2]1[CH:3]=[CH:4][C:5]([CH3:8])=[N:6][CH:7]=1.[CH2:9](C([Sn])=C(CCCC)CCCC)[CH2:10]CC. The catalyst is CN(C=O)C.C1COCC1.O.C1C=CC([P]([Pd]([P](C2C=CC=CC=2)(C2C=CC=CC=2)C2C=CC=CC=2)([P](C2C=CC=CC=2)(C2C=CC=CC=2)C2C=CC=CC=2)[P](C2C=CC=CC=2)(C2C=CC=CC=2)C2C=CC=CC=2)(C2C=CC=CC=2)C2C=CC=CC=2)=CC=1. The product is [CH3:8][C:5]1[CH:4]=[CH:3][C:2]([CH:9]=[CH2:10])=[CH:7][N:6]=1. The yield is 0.470. (7) The reactants are C1C=C(Cl)C=C(C(OO)=[O:9])C=1.[Cl:12][C:13]1[C:14]([CH3:24])=[N:15][CH:16]=[C:17]([CH:19]2[O:23][CH2:22][CH2:21][O:20]2)[CH:18]=1.C([O-])(O)=O.[Na+].[OH-].[Na+]. The catalyst is C(Cl)Cl. The product is [Cl:12][C:13]1[C:14]([CH3:24])=[N+:15]([O-:9])[CH:16]=[C:17]([CH:19]2[O:23][CH2:22][CH2:21][O:20]2)[CH:18]=1. The yield is 0.780.